Dataset: Full USPTO retrosynthesis dataset with 1.9M reactions from patents (1976-2016). Task: Predict the reactants needed to synthesize the given product. (1) Given the product [F:31][C:2]1([F:1])[O:6][C:5]2[CH:7]=[CH:8][C:9]([C:11]3([C:14]([NH:16][C:17]4[N:18]=[C:19]([C:24]5[CH:29]=[CH:28][C:27](=[O:30])[N:26]([CH2:33][C:34]([O:36][CH3:37])=[O:35])[CH:25]=5)[C:20]([CH3:23])=[CH:21][CH:22]=4)=[O:15])[CH2:13][CH2:12]3)=[CH:10][C:4]=2[O:3]1, predict the reactants needed to synthesize it. The reactants are: [F:1][C:2]1([F:31])[O:6][C:5]2[CH:7]=[CH:8][C:9]([C:11]3([C:14]([NH:16][C:17]4[CH:22]=[CH:21][C:20]([CH3:23])=[C:19]([C:24]5[CH:29]=[CH:28][C:27](=[O:30])[NH:26][CH:25]=5)[N:18]=4)=[O:15])[CH2:13][CH2:12]3)=[CH:10][C:4]=2[O:3]1.Cl[CH2:33][C:34]([O:36][CH3:37])=[O:35].C(=O)([O-])[O-].[K+].[K+].ClC(Cl)C. (2) Given the product [CH3:27][O:28][C:29]([C@@:31]1([CH3:1])[C@@H:35]([OH:36])[CH2:34][CH2:33][N:32]1[C:37]([O:39][C:40]([CH3:43])([CH3:42])[CH3:41])=[O:38])=[O:30], predict the reactants needed to synthesize it. The reactants are: [CH:1](NC(C)C)(C)C.C([Li])CCC.CCCCCC.[Li+].CC([N-]C(C)C)C.[CH3:27][O:28][C:29]([C@@H:31]1[C@@H:35]([OH:36])[CH2:34][CH2:33][N:32]1[C:37]([O:39][C:40]([CH3:43])([CH3:42])[CH3:41])=[O:38])=[O:30].IC. (3) Given the product [Cl:1][C:2]1[C:3]([O:21][CH3:22])=[C:4]([C@H:9]([CH2:19][CH3:20])[CH2:10][C@:11]([OH:18])([C:14]([F:17])([F:16])[F:15])[CH:12]=[N:23][C:24]2[CH:33]=[CH:32][CH:31]=[C:30]3[C:25]=2[CH:26]=[CH:27][C:28](=[O:34])[NH:29]3)[CH:5]=[CH:6][C:7]=1[F:8], predict the reactants needed to synthesize it. The reactants are: [Cl:1][C:2]1[C:3]([O:21][CH3:22])=[C:4]([C@H:9]([CH2:19][CH3:20])[CH2:10][C@:11]([OH:18])([C:14]([F:17])([F:16])[F:15])[CH:12]=O)[CH:5]=[CH:6][C:7]=1[F:8].[NH2:23][C:24]1[CH:33]=[CH:32][CH:31]=[C:30]2[C:25]=1[CH:26]=[CH:27][C:28](=[O:34])[NH:29]2.C(O)(=O)C.O. (4) Given the product [CH2:11]([N:10]1[C:4]2[CH:3]=[C:2]([NH:17][C:16]3[CH:18]=[CH:19][CH:20]=[CH:21][C:15]=3[CH2:13][CH3:14])[N:7]=[CH:6][C:5]=2[N:8]=[CH:9]1)[CH3:12], predict the reactants needed to synthesize it. The reactants are: Cl[C:2]1[N:7]=[CH:6][C:5]2[N:8]=[CH:9][N:10]([CH2:11][CH3:12])[C:4]=2[CH:3]=1.[CH2:13]([C:15]1[CH:21]=[CH:20][CH:19]=[CH:18][C:16]=1[NH2:17])[CH3:14].C(=O)([O-])[O-].[Cs+].[Cs+]. (5) Given the product [CH3:6][C:7]1([CH3:31])[CH2:16][CH2:15][C:14]2[N:13]=[CH:12][N:11]=[C:10]([N:17]3[CH2:23][C:22]4[CH:24]=[C:25]([C:8]5[CH:7]=[CH:2][C:1]6[N:3]=[C:4]([NH:13][CH2:14][CH3:15])[NH:11][C:10]=6[CH:9]=5)[CH:26]=[CH:27][C:21]=4[O:20][CH2:19][CH2:18]3)[C:9]=2[CH2:8]1, predict the reactants needed to synthesize it. The reactants are: [CH2:1]([N:3]=[C:4]=S)[CH3:2].[CH3:6][C:7]1([CH3:31])[CH2:16][CH2:15][C:14]2[N:13]=[CH:12][N:11]=[C:10]([N:17]3[CH2:23][C:22]4[CH:24]=[C:25](B(O)O)[CH:26]=[CH:27][C:21]=4[O:20][CH2:19][CH2:18]3)[C:9]=2[CH2:8]1. (6) Given the product [ClH:20].[Cl:20][C:17]1[CH:16]=[CH:15][C:14]([C@@H:10]([CH2:9][NH:8][CH2:21][CH:22]2[CH2:24][CH2:23]2)[C:11]([OH:13])=[O:12])=[CH:19][CH:18]=1, predict the reactants needed to synthesize it. The reactants are: C(OC([N:8]([CH2:21][CH:22]1[CH2:24][CH2:23]1)[CH2:9][C@H:10]([C:14]1[CH:19]=[CH:18][C:17]([Cl:20])=[CH:16][CH:15]=1)[C:11]([OH:13])=[O:12])=O)(C)(C)C.Cl. (7) Given the product [CH2:23]([O:1][C:2]1[NH:3][C:4](=[O:16])[C:5]2[C:14]([CH:15]=1)=[N:13][CH:12]=[C:11]1[C:6]=2[CH:7]=[CH:8][CH:9]=[CH:10]1)[C:24]1[CH:29]=[CH:28][CH:27]=[CH:26][CH:25]=1, predict the reactants needed to synthesize it. The reactants are: [OH:1][C:2]1[NH:3][C:4](=[O:16])[C:5]2[C:14]([CH:15]=1)=[N:13][CH:12]=[C:11]1[C:6]=2[CH:7]=[CH:8][CH:9]=[CH:10]1.C(=O)([O-])[O-].[K+].[K+].[CH2:23](Br)[C:24]1[CH:29]=[CH:28][CH:27]=[CH:26][CH:25]=1. (8) Given the product [C:6]([C:8]1[N:9]=[C:10]([N:18]2[CH2:23][CH2:22][CH:21]([NH:24][C:25]([C:27]3[NH:28][C:29]([CH3:34])=[C:30]([Cl:33])[C:31]=3[Cl:32])=[O:26])[CH2:20][CH2:19]2)[S:11][C:12]=1[C:13]([OH:15])=[O:14])#[N:5], predict the reactants needed to synthesize it. The reactants are: C([NH:5][C:6]([C:8]1[N:9]=[C:10]([N:18]2[CH2:23][CH2:22][CH:21]([NH:24][C:25]([C:27]3[NH:28][C:29]([CH3:34])=[C:30]([Cl:33])[C:31]=3[Cl:32])=[O:26])[CH2:20][CH2:19]2)[S:11][C:12]=1[C:13]([O:15]CC)=[O:14])=O)(C)(C)C.[Li+].[OH-].C1COCC1.Cl. (9) Given the product [CH2:1]([N:8]1[CH:9]2[CH2:15][CH2:14][CH:13]1[CH2:12][CH:11]([OH:16])[CH2:10]2)[C:2]1[CH:3]=[CH:4][CH:5]=[CH:6][CH:7]=1, predict the reactants needed to synthesize it. The reactants are: [CH2:1]([N:8]1[CH:13]2[CH2:14][CH2:15][CH:9]1[CH2:10][C:11](=[O:16])[CH2:12]2)[C:2]1[CH:7]=[CH:6][CH:5]=[CH:4][CH:3]=1.CCC(C)[BH-](C(C)CC)C(C)CC.[Li+].[OH-].[Na+].OO.